Dataset: Forward reaction prediction with 1.9M reactions from USPTO patents (1976-2016). Task: Predict the product of the given reaction. Given the reactants [CH3:1][C@@H:2]1[CH2:6][O:5][C:4](=[O:7])[N:3]1[C:8]1[CH:16]=[CH:15][C:11]([C:12]([OH:14])=O)=[CH:10][CH:9]=1.Cl.[CH:18]1([C:21]2[CH:22]=[C:23]([CH3:33])[C:24]([N:27]3[CH2:32][CH2:31][NH:30][CH2:29][CH2:28]3)=[N:25][CH:26]=2)[CH2:20][CH2:19]1, predict the reaction product. The product is: [CH:18]1([C:21]2[CH:22]=[C:23]([CH3:33])[C:24]([N:27]3[CH2:28][CH2:29][N:30]([C:12]([C:11]4[CH:10]=[CH:9][C:8]([N:3]5[C@H:2]([CH3:1])[CH2:6][O:5][C:4]5=[O:7])=[CH:16][CH:15]=4)=[O:14])[CH2:31][CH2:32]3)=[N:25][CH:26]=2)[CH2:20][CH2:19]1.